Dataset: Catalyst prediction with 721,799 reactions and 888 catalyst types from USPTO. Task: Predict which catalyst facilitates the given reaction. (1) Reactant: [CH3:1][C:2]1([CH3:14])[C:6]([CH3:8])([CH3:7])[O:5][B:4]([C:9]2[CH:10]=[N:11][NH:12][CH:13]=2)[O:3]1.[H-].[Na+].Cl[CH2:18][O:19][CH2:20][CH2:21][Si:22]([CH3:25])([CH3:24])[CH3:23].[Cl-].[NH4+]. Product: [CH3:1][C:2]1([CH3:14])[C:6]([CH3:7])([CH3:8])[O:5][B:4]([C:9]2[CH:13]=[N:12][N:11]([CH2:18][O:19][CH2:20][CH2:21][Si:22]([CH3:25])([CH3:24])[CH3:23])[CH:10]=2)[O:3]1. The catalyst class is: 3. (2) Reactant: [N+:1]([O-:4])(O)=[O:2].[F:5][C:6]1[CH:14]=[CH:13][CH:12]=[C:11]2[C:7]=1[CH2:8][N:9]([CH3:15])[CH2:10]2. Product: [F:5][C:6]1[CH:14]=[C:13]([N+:1]([O-:4])=[O:2])[CH:12]=[C:11]2[C:7]=1[CH2:8][N:9]([CH3:15])[CH2:10]2. The catalyst class is: 561. (3) Reactant: [Br:1][C:2]1[CH:10]=[CH:9][CH:8]=[CH:7][C:3]=1[C@H:4](O)[CH3:5].C1(P([N:25]=[N+:26]=[N-:27])(C2C=CC=CC=2)=O)C=CC=CC=1.N12CCCN=C1CCCCC2. Product: [N:25]([C@H:4]([C:3]1[CH:7]=[CH:8][CH:9]=[CH:10][C:2]=1[Br:1])[CH3:5])=[N+:26]=[N-:27]. The catalyst class is: 1. (4) Reactant: [CH2:1]([N:8]1[C:12]([C:13](OC)=[O:14])=[CH:11][C:10]([O:17][CH2:18][C:19]2[CH:24]=[CH:23][CH:22]=[CH:21][CH:20]=2)=[N:9]1)[C:2]1[CH:7]=[CH:6][CH:5]=[CH:4][CH:3]=1.[H-].[Al+3].[Li+].[H-].[H-].[H-].O.O.O.O.O.O.O.O.O.O.S([O-])([O-])(=O)=O.[Na+].[Na+]. Product: [CH2:1]([N:8]1[C:12]([CH:13]=[O:14])=[CH:11][C:10]([O:17][CH2:18][C:19]2[CH:24]=[CH:23][CH:22]=[CH:21][CH:20]=2)=[N:9]1)[C:2]1[CH:3]=[CH:4][CH:5]=[CH:6][CH:7]=1. The catalyst class is: 7. (5) Reactant: [Cl-].O[NH3+:3].[C:4](=[O:7])([O-])[OH:5].[Na+].CS(C)=O.[CH2:13]([C:17]1[N:18]=[C:19]([CH2:48][CH:49]2[CH2:51][CH2:50]2)[N:20]([C:39]2[CH:40]=[CH:41][C:42]3[O:46][CH2:45][CH2:44][C:43]=3[CH:47]=2)[C:21](=[O:38])[C:22]=1[CH2:23][C:24]1[CH:29]=[CH:28][C:27]([C:30]2[C:31]([C:36]#[N:37])=[CH:32][CH:33]=[CH:34][CH:35]=2)=[CH:26][CH:25]=1)[CH2:14][CH2:15][CH3:16]. Product: [CH2:13]([C:17]1[N:18]=[C:19]([CH2:48][CH:49]2[CH2:50][CH2:51]2)[N:20]([C:39]2[CH:40]=[CH:41][C:42]3[O:46][CH2:45][CH2:44][C:43]=3[CH:47]=2)[C:21](=[O:38])[C:22]=1[CH2:23][C:24]1[CH:25]=[CH:26][C:27]([C:30]2[CH:35]=[CH:34][CH:33]=[CH:32][C:31]=2[C:36]2[NH:3][C:4](=[O:7])[O:5][N:37]=2)=[CH:28][CH:29]=1)[CH2:14][CH2:15][CH3:16]. The catalyst class is: 13. (6) Reactant: [NH2:1][C:2]1[CH:7]=[CH:6][C:5]([CH3:8])=[CH:4][C:3]=1[OH:9].Cl[CH2:11][C:12](Cl)=[O:13].C(=O)([O-])[O-].[K+].[K+]. Product: [CH3:8][C:5]1[CH:6]=[CH:7][C:2]2[NH:1][C:12](=[O:13])[CH2:11][O:9][C:3]=2[CH:4]=1. The catalyst class is: 10.